This data is from Catalyst prediction with 721,799 reactions and 888 catalyst types from USPTO. The task is: Predict which catalyst facilitates the given reaction. (1) Reactant: [CH2:1]([N:3]1[C:11]2[C:6](=[CH:7][C:8]([C:12]3[NH:13][C:14]4[N:15]([N:19]=[C:20]([CH2:24][CH2:25][CH3:26])[C:21]=4[C:22]#[N:23])[C:16](=[O:18])[CH:17]=3)=[CH:9][CH:10]=2)[CH:5]=[N:4]1)[CH3:2].S(=O)(=O)(O)[OH:28]. Product: [CH2:1]([N:3]1[C:11]2[C:6](=[CH:7][C:8]([C:12]3[NH:13][C:14]4[N:15]([N:19]=[C:20]([CH2:24][CH2:25][CH3:26])[C:21]=4[C:22]([NH2:23])=[O:28])[C:16](=[O:18])[CH:17]=3)=[CH:9][CH:10]=2)[CH:5]=[N:4]1)[CH3:2]. The catalyst class is: 6. (2) Reactant: [CH:1]1[C:13]2[CH:12]([CH2:14][O:15][C:16]([NH:18][C:19]([CH3:44])([C:21]([NH:23][C@H:24]([C:28]([N:30]([C@@H:32]([C@@H:40]([CH3:43])[CH2:41][CH3:42])[C@H:33]([O:38][CH3:39])[CH2:34][C:35](O)=[O:36])[CH3:31])=[O:29])[CH:25]([CH3:27])[CH3:26])=[O:22])[CH3:20])=[O:17])[C:11]3[C:6](=[CH:7][CH:8]=[CH:9][CH:10]=3)[C:5]=2[CH:4]=[CH:3][CH:2]=1.Cl.[CH3:46][O:47][C@@H:48]([C@@H:66]1[CH2:70][CH2:69][CH2:68][NH:67]1)[C@@H:49]([CH3:65])[C:50]([NH:52][C@H:53]([C:61]([O:63][CH3:64])=[O:62])[CH2:54][C:55]1[CH:60]=[CH:59][CH:58]=[CH:57][CH:56]=1)=[S:51].CN(C(ON1N=NC2C=CC=NC1=2)=[N+](C)C)C.F[P-](F)(F)(F)(F)F.C(N(C(C)C)CC)(C)C. Product: [CH:1]1[C:13]2[CH:12]([CH2:14][O:15][C:16]([NH:18][C:19]([CH3:44])([C:21]([NH:23][C@H:24]([C:28]([N:30]([C@@H:32]([C@@H:40]([CH3:43])[CH2:41][CH3:42])[C@H:33]([O:38][CH3:39])[CH2:34][C:35]([N:67]3[CH2:68][CH2:69][CH2:70][C@H:66]3[C@H:48]([O:47][CH3:46])[C@@H:49]([CH3:65])[C:50]([NH:52][C@@H:53]([CH2:54][C:55]3[CH:56]=[CH:57][CH:58]=[CH:59][CH:60]=3)[C:61]([O:63][CH3:64])=[O:62])=[S:51])=[O:36])[CH3:31])=[O:29])[CH:25]([CH3:27])[CH3:26])=[O:22])[CH3:20])=[O:17])[C:11]3[C:6](=[CH:7][CH:8]=[CH:9][CH:10]=3)[C:5]=2[CH:4]=[CH:3][CH:2]=1. The catalyst class is: 120. (3) Reactant: [CH2:1]([O:8][C@@H:9]1[C@@H:17]([CH:18]=[O:19])[O:16][C@H:15]2[C@H:11]([N:12]=[C:13]([N:20]([CH2:28][CH2:29][F:30])[C:21](=[O:27])[O:22][C:23]([CH3:26])([CH3:25])[CH3:24])[S:14]2)[C@H:10]1[O:31][CH2:32][C:33]1[CH:38]=[CH:37][CH:36]=[CH:35][CH:34]=1)[C:2]1[CH:7]=[CH:6][CH:5]=[CH:4][CH:3]=1.[CH3:39][Mg]Cl. Product: [CH2:1]([O:8][C@@H:9]1[C@@H:17]([CH:18]([OH:19])[CH3:39])[O:16][C@H:15]2[C@H:11]([N:12]=[C:13]([N:20]([CH2:28][CH2:29][F:30])[C:21](=[O:27])[O:22][C:23]([CH3:24])([CH3:26])[CH3:25])[S:14]2)[C@H:10]1[O:31][CH2:32][C:33]1[CH:34]=[CH:35][CH:36]=[CH:37][CH:38]=1)[C:2]1[CH:3]=[CH:4][CH:5]=[CH:6][CH:7]=1. The catalyst class is: 1. (4) Reactant: [Cl:1][C:2]1[C:7]([NH2:8])=[C:6]([NH2:9])[CH:5]=[C:4]([Cl:10])[N:3]=1.[CH:11]([CH:13]=O)=O. Product: [Cl:1][C:2]1[C:7]2=[N:8][CH:11]=[CH:13][N:9]=[C:6]2[CH:5]=[C:4]([Cl:10])[N:3]=1. The catalyst class is: 107. (5) Reactant: [CH2:1]([O:3][C:4]([C:6]1[C:10]2[CH2:11][CH2:12][CH2:13][C:9]=2[N:8]([C:14]2[CH:22]=[CH:21][C:17]([C:18]([OH:20])=O)=[CH:16][C:15]=2[C:23]([F:26])([F:25])[F:24])[N:7]=1)=[O:5])[CH3:2].C[N:28](C(ON1N=NC2C=CC=CC1=2)=[N+](C)C)C.[B-](F)(F)(F)F.C(N(CC)CC)C.[Cl:56][C:57]1[CH:68]=[CH:67][C:60]2[NH:61][C:62]([CH2:64][CH2:65]N)=[N:63][C:59]=2[CH:58]=1. Product: [Cl:56][C:57]1[CH:68]=[CH:67][C:60]2[NH:61][C:62]([CH:64]([NH:28][C:18](=[O:20])[C:17]3[CH:21]=[CH:22][C:14]([N:8]4[C:9]5[CH2:13][CH2:12][CH2:11][C:10]=5[C:6]([C:4]([O:3][CH2:1][CH3:2])=[O:5])=[N:7]4)=[C:15]([C:23]([F:24])([F:25])[F:26])[CH:16]=3)[CH3:65])=[N:63][C:59]=2[CH:58]=1. The catalyst class is: 54. (6) Product: [ClH:18].[CH:1]1([N:5]2[CH2:10][CH2:9][NH:8][CH2:7][CH2:6]2)[CH2:4][CH2:3][CH2:2]1. The catalyst class is: 5. Reactant: [CH:1]1([N:5]2[CH2:10][CH2:9][N:8](C(OC(C)(C)C)=O)[CH2:7][CH2:6]2)[CH2:4][CH2:3][CH2:2]1.[ClH:18]. (7) The catalyst class is: 294. Reactant: [NH2:1][C:2]1[C:11]2[C:6](=[C:7](Br)[CH:8]=[CH:9][CH:10]=2)[N:5]=[N:4][C:3]=1[C:13]([NH2:15])=[O:14].[C:16]1([C:22]2[NH:26][C:25]3[CH:27]=[C:28](B4OC(C)(C)C(C)(C)O4)[CH:29]=[CH:30][C:24]=3[N:23]=2)[CH:21]=[CH:20][CH:19]=[CH:18][CH:17]=1.C([O-])(O)=O.[Na+]. Product: [NH2:1][C:2]1[C:11]2[C:6](=[C:7]([C:29]3[CH:28]=[CH:27][C:25]4[N:26]=[C:22]([C:16]5[CH:17]=[CH:18][CH:19]=[CH:20][CH:21]=5)[NH:23][C:24]=4[CH:30]=3)[CH:8]=[CH:9][CH:10]=2)[N:5]=[N:4][C:3]=1[C:13]([NH2:15])=[O:14]. (8) Reactant: [CH3:1][O:2][C:3]1[CH:4]=[CH:5][C:6](B2OC(C)(C)C(C)(C)O2)=[C:7]([CH:10]=1)[C:8]#[N:9].[Br:20][C:21]1[CH:27]=[C:26]([CH:28]([CH3:30])[CH3:29])[CH:25]=[C:24](Br)[C:22]=1[NH2:23].P([O-])([O-])([O-])=O.[K+].[K+].[K+].C1(C)C=CC=CC=1. Product: [Br:20][C:21]1[C:22]2[C:24](=[C:6]3[C:7](=[C:8]([NH2:9])[N:23]=2)[CH:10]=[C:3]([O:2][CH3:1])[CH:4]=[CH:5]3)[CH:25]=[C:26]([CH:28]([CH3:30])[CH3:29])[CH:27]=1. The catalyst class is: 6. (9) Reactant: [F:1][C:2]([F:32])([F:31])[CH2:3][O:4][CH2:5][CH2:6][N:7]1[C:15]2[C:14]([NH:16][C:17]3[CH:22]=[CH:21][N:20]=[CH:19][N:18]=3)=[N:13][C:12](Cl)=[N:11][C:10]=2[C:9]([CH2:24][NH:25][CH2:26][C:27]([F:30])([F:29])[F:28])=[N:8]1.[NH:33]1[CH2:38][CH2:37][NH:36][CH2:35][CH2:34]1.[F:39][C:40]([F:45])([F:44])[C:41]([OH:43])=[O:42]. Product: [F:39][C:40]([F:45])([F:44])[C:41]([OH:43])=[O:42].[F:1][C:2]([F:32])([F:31])[CH2:3][O:4][CH2:5][CH2:6][N:7]1[C:15]2[C:14]([NH:16][C:17]3[CH:22]=[CH:21][N:20]=[CH:19][N:18]=3)=[N:13][C:12]([N:33]3[CH2:38][CH2:37][NH:36][CH2:35][CH2:34]3)=[N:11][C:10]=2[C:9]([CH2:24][NH:25][CH2:26][C:27]([F:30])([F:29])[F:28])=[N:8]1. The catalyst class is: 16. (10) The catalyst class is: 64. Reactant: [CH3:1][O:2][C:3]([C:5]1[S:9][C:8]2[CH:10]=[C:11]([C:14]([O:16][CH2:17][CH:18]=[CH2:19])=[O:15])[CH:12]=[CH:13][C:7]=2[C:6]=1[OH:20])=[O:4].[O:21](S(C(F)(F)F)(=O)=O)[S:22]([C:25]([F:28])([F:27])[F:26])(=O)=[O:23]. Product: [CH3:1][O:2][C:3]([C:5]1[S:9][C:8]2[CH:10]=[C:11]([C:14]([O:16][CH2:17][CH:18]=[CH2:19])=[O:15])[CH:12]=[CH:13][C:7]=2[C:6]=1[O:20][S:22]([C:25]([F:28])([F:27])[F:26])(=[O:23])=[O:21])=[O:4].